This data is from Catalyst prediction with 721,799 reactions and 888 catalyst types from USPTO. The task is: Predict which catalyst facilitates the given reaction. Reactant: [NH2:1][C:2]1[CH:19]=[CH:18][C:5]([C:6]([NH:8][CH2:9][CH2:10][CH2:11][CH2:12][CH2:13][C:14]([O:16]C)=[O:15])=[O:7])=[CH:4][CH:3]=1.[OH:20][C:21]1[CH:29]=[CH:28][CH:27]=[CH:26][C:22]=1[C:23](Cl)=[O:24].C(N(CC)CC)C.[OH-].[Na+].Cl. Product: [OH:20][C:21]1[CH:29]=[CH:28][CH:27]=[CH:26][C:22]=1[C:23]([NH:1][C:2]1[CH:19]=[CH:18][C:5]([C:6]([NH:8][CH2:9][CH2:10][CH2:11][CH2:12][CH2:13][C:14]([OH:16])=[O:15])=[O:7])=[CH:4][CH:3]=1)=[O:24]. The catalyst class is: 10.